This data is from Full USPTO retrosynthesis dataset with 1.9M reactions from patents (1976-2016). The task is: Predict the reactants needed to synthesize the given product. (1) The reactants are: Br[C:2]1[C:24](=[O:25])[N:23]([CH:26]2[CH2:30][CH2:29][CH2:28][CH2:27]2)[C:5]2[N:6]=[C:7]([NH:10][C:11]3[CH:16]=[CH:15][C:14]([N:17]4[CH2:22]COCC4)=[CH:13][N:12]=3)[N:8]=[CH:9][C:4]=2[C:3]=1[CH3:31].C([Sn](CCCC)(CCCC)[C:37]([O:39][CH2:40][CH3:41])=[CH2:38])CCC.[C:50]1(C)[CH:55]=CC=[CH:52][CH:51]=1. Given the product [CH:26]1([N:23]2[C:5]3[N:6]=[C:7]([NH:10][C:11]4[N:12]=[CH:13][C:14]([N:17]5[CH2:22][CH2:52][CH2:51][CH2:50][CH2:55]5)=[CH:15][CH:16]=4)[N:8]=[CH:9][C:4]=3[C:3]([CH3:31])=[C:2]([C:37]([O:39][CH2:40][CH3:41])=[CH2:38])[C:24]2=[O:25])[CH2:30][CH2:29][CH2:28][CH2:27]1, predict the reactants needed to synthesize it. (2) Given the product [CH:1]1([C:4]2[C:5]([O:13][CH2:14][CH:15]([F:17])[F:16])=[CH:6][C:7]([C:10]([NH:30][C:22]([C:23]3[N:27]=[C:26]([CH3:28])[O:25][N:24]=3)([CH3:29])[CH2:21][CH:18]3[CH2:19][CH2:20]3)=[O:12])=[N:8][CH:9]=2)[CH2:2][CH2:3]1, predict the reactants needed to synthesize it. The reactants are: [CH:1]1([C:4]2[C:5]([O:13][CH2:14][CH:15]([F:17])[F:16])=[CH:6][C:7]([C:10]([OH:12])=O)=[N:8][CH:9]=2)[CH2:3][CH2:2]1.[CH:18]1([CH2:21][C:22]([NH2:30])([CH3:29])[C:23]2[N:27]=[C:26]([CH3:28])[O:25][N:24]=2)[CH2:20][CH2:19]1. (3) Given the product [CH2:38]([C:34]1[O:33][C:32]([CH2:31][CH2:30][C:20]2[N:19]=[C:18]([NH:14][CH2:15][S:16][CH3:17])[CH:23]=[C:22]([N:24]3[CH2:25][CH2:26][O:27][CH2:28][CH2:29]3)[CH:21]=2)=[N:36][C:35]=1[CH3:37])[CH3:39], predict the reactants needed to synthesize it. The reactants are: Cl.O1CCOCC1.C(OC(=O)[N:14]([C:18]1[CH:23]=[C:22]([N:24]2[CH2:29][CH2:28][O:27][CH2:26][CH2:25]2)[CH:21]=[C:20]([CH2:30][CH2:31][C:32]2[O:33][C:34]([CH2:38][CH3:39])=[C:35]([CH3:37])[N:36]=2)[N:19]=1)[CH2:15][S:16][CH3:17])(C)(C)C.C(=O)([O-])O.[Na+]. (4) The reactants are: [O:1]1[C:10]2[C:5](=[N:6][CH:7]=[CH:8][CH:9]=2)[CH2:4][CH2:3][CH2:2]1. Given the product [O:1]1[CH:10]2[CH:5]([NH:6][CH2:7][CH2:8][CH2:9]2)[CH2:4][CH2:3][CH2:2]1, predict the reactants needed to synthesize it. (5) Given the product [N+:1]([C:4]1[CH:8]=[CH:7][N:6]([CH2:15][C@@H:16]([OH:17])[CH2:18][OH:19])[N:5]=1)([O-:3])=[O:2], predict the reactants needed to synthesize it. The reactants are: [N+:1]([C:4]1[CH:8]=[CH:7][NH:6][N:5]=1)([O-:3])=[O:2].C(=O)([O-])[O-].[K+].[K+].[CH2:15]1[O:17][C@H:16]1[CH2:18][OH:19].